From a dataset of Reaction yield outcomes from USPTO patents with 853,638 reactions. Predict the reaction yield, written as a fraction of the theoretical maximum amount of product (1.0 means a 100% yield; for example, 0.34 means a 34% yield). (1) The reactants are N1C=CC=CC=1N.C1(P(C2C=CC=CC=2)C2C3OC4C(=CC=CC=4P(C4C=CC=CC=4)C4C=CC=CC=4)C(C)(C)C=3C=CC=2)C=CC=CC=1.Br[C:51]1[CH:59]=[C:58]2[C:54]([C:55]([CH3:70])=[N:56][N:57]2[S:60]([C:63]2[CH:69]=[CH:68][C:66]([CH3:67])=[CH:65][CH:64]=2)(=[O:62])=[O:61])=[CH:53][CH:52]=1.[N:71]1[C:72]([NH2:80])=[N:73][N:74]2[CH:79]=[CH:78][CH:77]=[CH:76][C:75]=12.C(=O)([O-])[O-].[Cs+].[Cs+]. The catalyst is O1CCOCC1.O.C(OCC)(=O)C.C1C=CC(/C=C/C(/C=C/C2C=CC=CC=2)=O)=CC=1.C1C=CC(/C=C/C(/C=C/C2C=CC=CC=2)=O)=CC=1.C1C=CC(/C=C/C(/C=C/C2C=CC=CC=2)=O)=CC=1.[Pd].[Pd]. The product is [CH3:70][C:55]1[C:54]2[C:58](=[CH:59][C:51]([NH:80][C:72]3[N:71]=[C:75]4[CH:76]=[CH:77][CH:78]=[CH:79][N:74]4[N:73]=3)=[CH:52][CH:53]=2)[N:57]([S:60]([C:63]2[CH:69]=[CH:68][C:66]([CH3:67])=[CH:65][CH:64]=2)(=[O:62])=[O:61])[N:56]=1. The yield is 0.960. (2) The yield is 0.730. The catalyst is C1COCC1.O.C([O-])(O)=O.[Na+]. The reactants are [CH3:1][C:2]1[CH:3]=[C:4]([C:19]2[S:23][C:22]([C:24]3([OH:30])[CH2:29][CH2:28][NH:27][CH2:26][CH2:25]3)=[N:21][CH:20]=2)[CH:5]=[C:6]([NH:8][C:9]2[N:14]=[C:13]([C:15]([F:18])([F:17])[F:16])[CH:12]=[CH:11][N:10]=2)[CH:7]=1.[O-:31][C:32]#[N:33].[K+].Cl. The product is [OH:30][C:24]1([C:22]2[S:23][C:19]([C:4]3[CH:5]=[C:6]([NH:8][C:9]4[N:14]=[C:13]([C:15]([F:17])([F:18])[F:16])[CH:12]=[CH:11][N:10]=4)[CH:7]=[C:2]([CH3:1])[CH:3]=3)=[CH:20][N:21]=2)[CH2:25][CH2:26][N:27]([C:32]([NH2:33])=[O:31])[CH2:28][CH2:29]1.